Dataset: NCI-60 drug combinations with 297,098 pairs across 59 cell lines. Task: Regression. Given two drug SMILES strings and cell line genomic features, predict the synergy score measuring deviation from expected non-interaction effect. (1) Drug 1: C1=CC=C(C=C1)NC(=O)CCCCCCC(=O)NO. Drug 2: C1C(C(OC1N2C=NC3=C2NC=NCC3O)CO)O. Cell line: A498. Synergy scores: CSS=2.85, Synergy_ZIP=-1.81, Synergy_Bliss=1.17, Synergy_Loewe=-5.94, Synergy_HSA=-2.13. (2) Synergy scores: CSS=45.4, Synergy_ZIP=-12.0, Synergy_Bliss=-4.07, Synergy_Loewe=-2.88, Synergy_HSA=-1.52. Cell line: OVCAR-5. Drug 2: C1CN1C2=NC(=NC(=N2)N3CC3)N4CC4. Drug 1: CC1CCC2CC(C(=CC=CC=CC(CC(C(=O)C(C(C(=CC(C(=O)CC(OC(=O)C3CCCCN3C(=O)C(=O)C1(O2)O)C(C)CC4CCC(C(C4)OC)O)C)C)O)OC)C)C)C)OC. (3) Drug 1: CS(=O)(=O)C1=CC(=C(C=C1)C(=O)NC2=CC(=C(C=C2)Cl)C3=CC=CC=N3)Cl. Drug 2: CC(C)NC(=O)C1=CC=C(C=C1)CNNC.Cl. Cell line: NCIH23. Synergy scores: CSS=4.04, Synergy_ZIP=-1.31, Synergy_Bliss=0.516, Synergy_Loewe=-1.02, Synergy_HSA=-0.945. (4) Drug 1: CC(C1=C(C=CC(=C1Cl)F)Cl)OC2=C(N=CC(=C2)C3=CN(N=C3)C4CCNCC4)N. Drug 2: CC1=C(C(=O)C2=C(C1=O)N3CC4C(C3(C2COC(=O)N)OC)N4)N. Cell line: NCIH23. Synergy scores: CSS=30.1, Synergy_ZIP=-6.60, Synergy_Bliss=-9.21, Synergy_Loewe=-24.1, Synergy_HSA=-6.65. (5) Drug 1: CC1=CC2C(CCC3(C2CCC3(C(=O)C)OC(=O)C)C)C4(C1=CC(=O)CC4)C. Drug 2: C1=CN(C=N1)CC(O)(P(=O)(O)O)P(=O)(O)O. Cell line: HL-60(TB). Synergy scores: CSS=12.9, Synergy_ZIP=4.19, Synergy_Bliss=9.84, Synergy_Loewe=9.69, Synergy_HSA=7.13. (6) Drug 1: CC(CN1CC(=O)NC(=O)C1)N2CC(=O)NC(=O)C2. Drug 2: CS(=O)(=O)CCNCC1=CC=C(O1)C2=CC3=C(C=C2)N=CN=C3NC4=CC(=C(C=C4)OCC5=CC(=CC=C5)F)Cl. Cell line: A549. Synergy scores: CSS=44.0, Synergy_ZIP=2.67, Synergy_Bliss=2.46, Synergy_Loewe=4.92, Synergy_HSA=6.08. (7) Drug 1: C1CC(=O)NC(=O)C1N2CC3=C(C2=O)C=CC=C3N. Drug 2: C1=CN(C(=O)N=C1N)C2C(C(C(O2)CO)O)O.Cl. Cell line: HL-60(TB). Synergy scores: CSS=44.2, Synergy_ZIP=-2.22, Synergy_Bliss=-3.57, Synergy_Loewe=-50.3, Synergy_HSA=3.33. (8) Drug 1: C1=CC(=CC=C1CC(C(=O)O)N)N(CCCl)CCCl.Cl. Drug 2: CN(C(=O)NC(C=O)C(C(C(CO)O)O)O)N=O. Cell line: CCRF-CEM. Synergy scores: CSS=28.6, Synergy_ZIP=0.644, Synergy_Bliss=2.11, Synergy_Loewe=-38.1, Synergy_HSA=1.02. (9) Drug 1: CCCCC(=O)OCC(=O)C1(CC(C2=C(C1)C(=C3C(=C2O)C(=O)C4=C(C3=O)C=CC=C4OC)O)OC5CC(C(C(O5)C)O)NC(=O)C(F)(F)F)O. Drug 2: CC12CCC3C(C1CCC2OP(=O)(O)O)CCC4=C3C=CC(=C4)OC(=O)N(CCCl)CCCl.[Na+]. Cell line: T-47D. Synergy scores: CSS=21.1, Synergy_ZIP=-4.84, Synergy_Bliss=-11.4, Synergy_Loewe=-20.1, Synergy_HSA=-11.2. (10) Drug 1: CC1=CC2C(CCC3(C2CCC3(C(=O)C)OC(=O)C)C)C4(C1=CC(=O)CC4)C. Drug 2: CN(C(=O)NC(C=O)C(C(C(CO)O)O)O)N=O. Cell line: OVCAR-8. Synergy scores: CSS=-6.26, Synergy_ZIP=0.120, Synergy_Bliss=-4.94, Synergy_Loewe=-5.84, Synergy_HSA=-6.03.